This data is from Reaction yield outcomes from USPTO patents with 853,638 reactions. The task is: Predict the reaction yield, written as a fraction of the theoretical maximum amount of product (1.0 means a 100% yield; for example, 0.34 means a 34% yield). (1) The reactants are Cl[CH2:2][CH2:3][CH2:4][N:5]1[C:10]2[CH:11]=[CH:12][CH:13]=[CH:14][C:9]=2[S:8][CH2:7][C:6]1=[O:15].C([O-])([O-])=O.[K+].[K+].[Na+].[I-].[CH2:24]([O:27][CH:28]1[CH2:33][CH2:32][NH:31][CH2:30][CH2:29]1)[CH2:25][CH3:26]. The catalyst is CCCCCCC.CCOC(C)=O. The product is [CH2:24]([O:27][CH:28]1[CH2:33][CH2:32][N:31]([CH2:2][CH2:3][CH2:4][N:5]2[C:10]3[CH:11]=[CH:12][CH:13]=[CH:14][C:9]=3[S:8][CH2:7][C:6]2=[O:15])[CH2:30][CH2:29]1)[CH2:25][CH3:26]. The yield is 0.790. (2) The reactants are [Br:1][C:2]1[CH:7]=[CH:6][C:5]([NH:8][C:9]2[C:10]([C:17](O)=[O:18])=[CH:11][N:12]([CH3:16])[C:13](=[O:15])[CH:14]=2)=[C:4]([F:20])[CH:3]=1.CC[N:23]=C=NCCCN(C)C.C1C=CC2N(O)N=NC=2C=1.[NH4+].[Cl-].CCN(CC)CC. The catalyst is CN(C=O)C.CCOC(C)=O. The product is [Br:1][C:2]1[CH:7]=[CH:6][C:5]([NH:8][C:9]2[C:10]([C:17]([NH2:23])=[O:18])=[CH:11][N:12]([CH3:16])[C:13](=[O:15])[CH:14]=2)=[C:4]([F:20])[CH:3]=1. The yield is 0.760. (3) The catalyst is C(OCC)(=O)C.[Pt]. The product is [NH2:21][C:17]1[CH:16]=[C:15]([C:11]2([CH2:24][CH3:25])[CH:12]3[CH:10]2[C:9](=[O:26])[N:8]([CH2:1][C:2]2[CH:3]=[CH:4][CH:5]=[CH:6][CH:7]=2)[C:13]3=[O:14])[CH:20]=[CH:19][CH:18]=1. The yield is 0.890. The reactants are [CH2:1]([N:8]1[C:13](=[O:14])[CH:12]2[CH:10]([C:11]2([CH2:24][CH3:25])[C:15]2[CH:20]=[CH:19][CH:18]=[C:17]([N+:21]([O-])=O)[CH:16]=2)[C:9]1=[O:26])[C:2]1[CH:7]=[CH:6][CH:5]=[CH:4][CH:3]=1. (4) The reactants are [CH2:1]([NH:8][C:9]([NH:11][C:12]1[CH:13]=[N:14][N:15]([CH2:17][C:18]2[C:19]([CH3:24])=[N:20][O:21][C:22]=2[CH3:23])[CH:16]=1)=[O:10])[C:2]1[CH:7]=[CH:6][CH:5]=[CH:4][CH:3]=1.[C:25](=[O:30])=[N:26][C:27](Cl)=[O:28]. The catalyst is C1COCC1. The product is [CH2:1]([N:8]1[C:27](=[O:28])[NH:26][C:25](=[O:30])[N:11]([C:12]2[CH:13]=[N:14][N:15]([CH2:17][C:18]3[C:19]([CH3:24])=[N:20][O:21][C:22]=3[CH3:23])[CH:16]=2)[C:9]1=[O:10])[C:2]1[CH:7]=[CH:6][CH:5]=[CH:4][CH:3]=1. The yield is 0.930.